Dataset: NCI-60 drug combinations with 297,098 pairs across 59 cell lines. Task: Regression. Given two drug SMILES strings and cell line genomic features, predict the synergy score measuring deviation from expected non-interaction effect. Drug 1: COC1=C(C=C2C(=C1)N=CN=C2NC3=CC(=C(C=C3)F)Cl)OCCCN4CCOCC4. Drug 2: CC1C(C(CC(O1)OC2CC(OC(C2O)C)OC3=CC4=CC5=C(C(=O)C(C(C5)C(C(=O)C(C(C)O)O)OC)OC6CC(C(C(O6)C)O)OC7CC(C(C(O7)C)O)OC8CC(C(C(O8)C)O)(C)O)C(=C4C(=C3C)O)O)O)O. Cell line: U251. Synergy scores: CSS=30.0, Synergy_ZIP=6.36, Synergy_Bliss=11.4, Synergy_Loewe=12.4, Synergy_HSA=12.5.